Task: Binary Classification. Given a miRNA mature sequence and a target amino acid sequence, predict their likelihood of interaction.. Dataset: Experimentally validated miRNA-target interactions with 360,000+ pairs, plus equal number of negative samples (1) The miRNA is hsa-miR-4528 with sequence UCAUUAUAUGUAUGAUCUGGAC. The protein sequence of the target gene is MSLRDCQAWKNAGLPLSTTSNEACKLFDATLTQYVKWTNDKSLGGIEGCLSKLRAADPTFAMGLAISNGLVLVGTGTSVALDKDLALAVKTMVELSQTQTLTPREQLHVSAVEMFAKGNFPRACDLWEQILRDHPTDMLALKFSHDAYFYLGYQEQMRDSVARVYPFWTPDIPLNSYVKGIYSFGLMETNFYDQAQKLAKEALSIEPTDAWSVHTVAHVHEMRAEIKDGLEFMQQSEGHWKDSDMLACHNYWHWALYLIEKGDYEAALTIYDSHILPSLQASGTMLDVVDSCSMLYRLQM.... Result: 0 (no interaction). (2) The miRNA is hsa-miR-185-3p with sequence AGGGGCUGGCUUUCCUCUGGUC. The protein sequence of the target gene is MPALRPLLPLLLLLRLTSGAGLLPGLGSHPGVCPNQLSPNLWVDAQSTCERECSRDQDCAAAEKCCINVCGLHSCVAARFPGSPAAPTTAASCEGFVCPQQGSDCDIWDGQPVCRCRDRCEKEPSFTCASDGLTYYNRCYMDAEACLRGLHLHIVPCKHVLSWPPSSPGPPETTARPTPGAAPVPPALYSSPSPQAVQVGGTASLHCDVSGRPPPAVTWEKQSHQRENLIMRPDQMYGNVVVTSIGQLVLYNARPEDAGLYTCTARNAAGLLRADFPLSVVQREPARDAAPSIPAPAECL.... Result: 0 (no interaction). (3) The miRNA is hsa-miR-558 with sequence UGAGCUGCUGUACCAAAAU. The protein sequence of the target gene is MISCAEQRSRQGEAGRGPAPVAPAFLPLWLPRGCSGILSVPAVAMHSAGTPRAESPMSRQEKDAELDRRIVALRKKNQALLRRYQEIQEDRRQAEQGGMAVTTPALLQPDGLTVTISQVPGEKRVVSRNWARGTCGPRVTNEMLEDEDAEDHGGTFCLGELVELAVTMENKAEGKRIVSEKPTRARNQGIEGSPGGRVTRSPPTQVAISSDSARKGSWEPWSRPVGEPPEAGWDYAQWKQEREQIDLARLARHRDAQGDWRRPWDLDKAKSTLQDCSQLRGEGPARAGSRRGPRSHQKLQ.... Result: 1 (interaction).